From a dataset of Forward reaction prediction with 1.9M reactions from USPTO patents (1976-2016). Predict the product of the given reaction. (1) Given the reactants [H-].[Na+].[O:3]1[CH2:8][CH2:7][CH:6]([NH:9][C:10]2[N:15]=[C:14]([C:16]3[CH:21]=[CH:20][NH:19][C:18](=[O:22])[CH:17]=3)[CH:13]=[CH:12][N:11]=2)[CH2:5][CH2:4]1.CS(O[CH2:28][CH2:29][C:30]1[CH:35]=[CH:34][C:33]([Cl:36])=[C:32]([F:37])[CH:31]=1)(=O)=O, predict the reaction product. The product is: [Cl:36][C:33]1[CH:34]=[CH:35][C:30]([CH2:29][CH2:28][N:19]2[CH:20]=[CH:21][C:16]([C:14]3[CH:13]=[CH:12][N:11]=[C:10]([NH:9][CH:6]4[CH2:7][CH2:8][O:3][CH2:4][CH2:5]4)[N:15]=3)=[CH:17][C:18]2=[O:22])=[CH:31][C:32]=1[F:37]. (2) Given the reactants C[Si]([N-][Si](C)(C)C)(C)C.[K+].CI.[Cl-].[NH4+].[O:15]1[CH2:19][CH2:18][CH2:17][CH2:16]1, predict the reaction product. The product is: [CH3:19][O:15][CH2:16][C@H:17]1[CH2:18][CH2:16][C@@H:17]2[C@@H:19]([CH2:18]2)[O:15]1. (3) Given the reactants [NH:1]1[C:5]2[CH:6]=[CH:7][CH:8]=[CH:9][C:4]=2[N:3]=[C:2]1[C:10]1[C:18]2[C:13](=[CH:14][C:15]([C:19]3[CH:24]=[CH:23][C:22]([OH:25])=[CH:21][C:20]=3[CH2:26][CH2:27][O:28]C)=[CH:16][CH:17]=2)[NH:12][N:11]=1.B(Br)(Br)Br, predict the reaction product. The product is: [NH:3]1[C:4]2[CH:9]=[CH:8][CH:7]=[CH:6][C:5]=2[N:1]=[C:2]1[C:10]1[C:18]2[C:13](=[CH:14][C:15]([C:19]3[CH:24]=[CH:23][C:22]([OH:25])=[CH:21][C:20]=3[CH2:26][CH2:27][OH:28])=[CH:16][CH:17]=2)[NH:12][N:11]=1. (4) Given the reactants [F:1][C:2]1[CH:7]=[C:6]([F:8])[CH:5]=[CH:4][C:3]=1[C:9](=[O:11])[CH3:10].[Br:12]Br.[CH2:14]([S:16][CH2:17][CH:18]([OH:21])CO)[CH3:15].O.C1(C)C=CC(S(O)(=O)=O)=CC=1, predict the reaction product. The product is: [Br:12][CH2:10][C:9]1([C:3]2[CH:4]=[CH:5][C:6]([F:8])=[CH:7][C:2]=2[F:1])[O:11][CH:17]([S:16][CH2:14][CH3:15])[CH2:18][O:21]1. (5) Given the reactants [CH3:1][S:2](Cl)(=[O:4])=[O:3].[CH3:6][C:7]1([CH3:24])[C:11]([CH3:13])([CH3:12])[O:10][B:9]([C:14]2[CH:23]=[CH:22][C:17]([O:18][CH2:19][CH2:20][OH:21])=[CH:16][CH:15]=2)[O:8]1.C(N(CC)CC)C.Cl, predict the reaction product. The product is: [CH3:1][S:2]([O:21][CH2:20][CH2:19][O:18][C:17]1[CH:22]=[CH:23][C:14]([B:9]2[O:8][C:7]([CH3:24])([CH3:6])[C:11]([CH3:12])([CH3:13])[O:10]2)=[CH:15][CH:16]=1)(=[O:4])=[O:3]. (6) Given the reactants C(CN[C:6]1([C:16]#[N:17])[CH2:15][CH2:14][C:9]2([O:13][CH2:12][CH2:11][O:10]2)[CH2:8][CH2:7]1)C=C.[CH2:18]([Mg]Cl)[C:19]1[CH:24]=[CH:23][CH:22]=[CH:21][CH:20]=1.[Cl-].[NH4+].[CH2:29]1[CH2:33]OC[CH2:30]1, predict the reaction product. The product is: [CH2:33]([NH:17][CH2:16][C:6]1([CH2:18][C:19]2[CH:24]=[CH:23][CH:22]=[CH:21][CH:20]=2)[CH2:7][CH2:8][C:9]2([O:10][CH2:11][CH2:12][O:13]2)[CH2:14][CH2:15]1)[CH:29]=[CH2:30]. (7) Given the reactants O[C:2]1[CH:7]=C[C:5]([C:8](=O)[C:9]([C:11]2[CH:16]=[CH:15][CH:14]=[C:13]([O:17][C:18]3[CH:23]=[CH:22][CH:21]=[C:20]([O:24][CH3:25])[CH:19]=3)[CH:12]=2)=O)=[CH:4][CH:3]=1.[CH3:27][NH:28][C:29]([NH2:31])=[S:30].[OH-:32].[K+].[OH2:34].[CH3:35]S(C)=O, predict the reaction product. The product is: [OH:32][C:3]1[CH:2]=[CH:7][C:8]([C:9]2([C:11]3[CH:16]=[CH:15][CH:14]=[C:13]([O:17][C:18]4[CH:23]=[CH:22][CH:21]=[C:20]([O:24][CH3:25])[CH:19]=4)[CH:12]=3)[NH:31][C:29](=[S:30])[N:28]([CH3:35])[C:27]2=[O:34])=[CH:5][CH:4]=1. (8) Given the reactants [Br:1][C:2]1[CH:6]=[C:5]([C:7]([OH:9])=O)[O:4][N:3]=1.[Cl:10][C:11]1[CH:12]=[C:13]([CH:15]=[CH:16][C:17]=1[F:18])[NH2:14], predict the reaction product. The product is: [Br:1][C:2]1[CH:6]=[C:5]([C:7]([NH:14][C:13]2[CH:15]=[CH:16][C:17]([F:18])=[C:11]([Cl:10])[CH:12]=2)=[O:9])[O:4][N:3]=1.